Dataset: NCI-60 drug combinations with 297,098 pairs across 59 cell lines. Task: Regression. Given two drug SMILES strings and cell line genomic features, predict the synergy score measuring deviation from expected non-interaction effect. (1) Drug 1: C1CCC(CC1)NC(=O)N(CCCl)N=O. Drug 2: C1=NC2=C(N1)C(=S)N=C(N2)N. Cell line: MDA-MB-435. Synergy scores: CSS=15.2, Synergy_ZIP=-6.50, Synergy_Bliss=0.761, Synergy_Loewe=-9.23, Synergy_HSA=-0.269. (2) Drug 1: CC1OCC2C(O1)C(C(C(O2)OC3C4COC(=O)C4C(C5=CC6=C(C=C35)OCO6)C7=CC(=C(C(=C7)OC)O)OC)O)O. Drug 2: CC1=C2C(C(=O)C3(C(CC4C(C3C(C(C2(C)C)(CC1OC(=O)C(C(C5=CC=CC=C5)NC(=O)OC(C)(C)C)O)O)OC(=O)C6=CC=CC=C6)(CO4)OC(=O)C)O)C)O. Cell line: OVCAR-5. Synergy scores: CSS=31.2, Synergy_ZIP=-5.27, Synergy_Bliss=-4.21, Synergy_Loewe=-24.2, Synergy_HSA=-2.75. (3) Drug 1: CC1=C(C(CCC1)(C)C)C=CC(=CC=CC(=CC(=O)O)C)C. Drug 2: CCCCC(=O)OCC(=O)C1(CC(C2=C(C1)C(=C3C(=C2O)C(=O)C4=C(C3=O)C=CC=C4OC)O)OC5CC(C(C(O5)C)O)NC(=O)C(F)(F)F)O. Cell line: COLO 205. Synergy scores: CSS=54.4, Synergy_ZIP=4.34, Synergy_Bliss=2.99, Synergy_Loewe=-14.3, Synergy_HSA=1.93. (4) Drug 1: CNC(=O)C1=CC=CC=C1SC2=CC3=C(C=C2)C(=NN3)C=CC4=CC=CC=N4. Drug 2: CS(=O)(=O)C1=CC(=C(C=C1)C(=O)NC2=CC(=C(C=C2)Cl)C3=CC=CC=N3)Cl. Cell line: OVCAR3. Synergy scores: CSS=3.89, Synergy_ZIP=1.24, Synergy_Bliss=4.65, Synergy_Loewe=0.522, Synergy_HSA=0.278. (5) Drug 1: CC12CCC3C(C1CCC2=O)CC(=C)C4=CC(=O)C=CC34C. Drug 2: CC1C(C(=O)NC(C(=O)N2CCCC2C(=O)N(CC(=O)N(C(C(=O)O1)C(C)C)C)C)C(C)C)NC(=O)C3=C4C(=C(C=C3)C)OC5=C(C(=O)C(=C(C5=N4)C(=O)NC6C(OC(=O)C(N(C(=O)CN(C(=O)C7CCCN7C(=O)C(NC6=O)C(C)C)C)C)C(C)C)C)N)C. Cell line: BT-549. Synergy scores: CSS=20.4, Synergy_ZIP=6.76, Synergy_Bliss=12.8, Synergy_Loewe=13.1, Synergy_HSA=12.6. (6) Drug 1: C1=CC(=C2C(=C1NCCNCCO)C(=O)C3=C(C=CC(=C3C2=O)O)O)NCCNCCO. Drug 2: CCCS(=O)(=O)NC1=C(C(=C(C=C1)F)C(=O)C2=CNC3=C2C=C(C=N3)C4=CC=C(C=C4)Cl)F. Cell line: MOLT-4. Synergy scores: CSS=66.8, Synergy_ZIP=1.19, Synergy_Bliss=1.25, Synergy_Loewe=-26.3, Synergy_HSA=0.539. (7) Drug 2: C1=CC(=CC=C1CC(C(=O)O)N)N(CCCl)CCCl.Cl. Drug 1: CC1C(C(CC(O1)OC2CC(CC3=C2C(=C4C(=C3O)C(=O)C5=C(C4=O)C(=CC=C5)OC)O)(C(=O)C)O)N)O.Cl. Cell line: COLO 205. Synergy scores: CSS=34.2, Synergy_ZIP=5.89, Synergy_Bliss=9.09, Synergy_Loewe=0.770, Synergy_HSA=6.73.